This data is from Peptide-MHC class II binding affinity with 134,281 pairs from IEDB. The task is: Regression. Given a peptide amino acid sequence and an MHC pseudo amino acid sequence, predict their binding affinity value. This is MHC class II binding data. (1) The peptide sequence is YEDAKSPLTASKLTY. The MHC is HLA-DQA10104-DQB10503 with pseudo-sequence HLA-DQA10104-DQB10503. The binding affinity (normalized) is 0.209. (2) The peptide sequence is AFKVKATAANAAPAN. The MHC is DRB1_0901 with pseudo-sequence DRB1_0901. The binding affinity (normalized) is 0.540. (3) The peptide sequence is GNQNFLTVFDSTSCN. The MHC is DRB5_0101 with pseudo-sequence DRB5_0101. The binding affinity (normalized) is 0.230.